This data is from Reaction yield outcomes from USPTO patents with 853,638 reactions. The task is: Predict the reaction yield, written as a fraction of the theoretical maximum amount of product (1.0 means a 100% yield; for example, 0.34 means a 34% yield). (1) The reactants are [C:1]([C:5]1[CH:10]=[C:9]([CH3:11])[CH:8]=[CH:7][C:6]=1[OH:12])([CH3:4])([CH3:3])[CH3:2].C1C[O:16][CH2:15]C1.C(N(CC)CC)C. The yield is 0.650. The catalyst is C1(C)C=CC=CC=1. The product is [C:1]([C:5]1[CH:10]=[C:9]([CH3:11])[CH:8]=[C:7]([CH:15]=[O:16])[C:6]=1[OH:12])([CH3:4])([CH3:3])[CH3:2]. (2) The reactants are [CH:1]1([NH2:7])[CH2:6][CH2:5][CH2:4][CH2:3][CH2:2]1.[CH2:8]1[CH2:15][O:14][S:11](=[O:13])(=[O:12])[CH2:10][CH2:9]1. The catalyst is O1CCOCC1. The product is [CH:1]1([NH:7][CH2:15][CH2:8][CH2:9][CH2:10][S:11]([OH:14])(=[O:13])=[O:12])[CH2:6][CH2:5][CH2:4][CH2:3][CH2:2]1. The yield is 0.520. (3) The reactants are [CH2:1]([O:3][C:4]([C:6]1[S:10][C:9]([CH3:11])=[N:8][C:7]=1[OH:12])=[O:5])[CH3:2].N12CCCN=C1CCCCC2.[CH3:24][N:25]([CH3:29])[C:26](Cl)=[S:27]. The catalyst is CN(C=O)C. The product is [CH2:1]([O:3][C:4]([C:6]1[S:10][C:9]([CH3:11])=[N:8][C:7]=1[O:12][C:26](=[S:27])[N:25]([CH3:29])[CH3:24])=[O:5])[CH3:2]. The yield is 0.550. (4) The reactants are CC(C)([O-])C.[Na+].Cl[C:8]1[C:13]([CH2:14][NH:15][CH2:16][CH:17]([C:19]2[CH:20]=[N:21][CH:22]=[CH:23][CH:24]=2)[OH:18])=[CH:12][CH:11]=[C:10]([Cl:25])[N:9]=1. The catalyst is C1COCC1. The product is [Cl:25][C:10]1[CH:11]=[CH:12][C:13]2[CH2:14][NH:15][CH2:16][CH:17]([C:19]3[CH:20]=[N:21][CH:22]=[CH:23][CH:24]=3)[O:18][C:8]=2[N:9]=1. The yield is 0.750. (5) The reactants are [Cl:1][C:2]1[CH:3]=[C:4]([NH:9][C:10]2[C:11]3[CH2:18][C:17](=[O:19])[NH:16][C:12]=3[N:13]=[CH:14][N:15]=2)[CH:5]=[CH:6][C:7]=1[F:8].[CH3:20][C:21]1[CH:22]=[C:23]([CH:34]=O)[NH:24][C:25]=1[C:26]([N:28]1[CH2:33][CH2:32][O:31][CH2:30][CH2:29]1)=[O:27]. The catalyst is N1CCCCC1.C(O)C. The product is [Cl:1][C:2]1[CH:3]=[C:4]([NH:9][C:10]2[C:11]3[C:18](=[CH:34][C:23]4[NH:24][C:25]([C:26]([N:28]5[CH2:29][CH2:30][O:31][CH2:32][CH2:33]5)=[O:27])=[C:21]([CH3:20])[CH:22]=4)[C:17](=[O:19])[NH:16][C:12]=3[N:13]=[CH:14][N:15]=2)[CH:5]=[CH:6][C:7]=1[F:8]. The yield is 0.870. (6) The reactants are C([O-])(=O)C.C([O:8][CH2:9][C@@H:10]1[C@@H:15]([O:16]C(=O)C)[C@H:14]([O:20]C(=O)C)[C@H:13]([F:24])[C@@H:12]([O:25][C:26]2[CH:31]=[CH:30][C:29]([C:32]3[CH:37]=[CH:36][CH:35]=[C:34]([C:38](=[O:41])[NH:39][CH3:40])[CH:33]=3)=[CH:28][C:27]=2[CH3:42])[O:11]1)(=O)C. No catalyst specified. The product is [F:24][C@H:13]1[C@@H:14]([OH:20])[C@H:15]([OH:16])[C@@H:10]([CH2:9][OH:8])[O:11][C@@H:12]1[O:25][C:26]1[CH:31]=[CH:30][C:29]([C:32]2[CH:33]=[C:34]([CH:35]=[CH:36][CH:37]=2)[C:38]([NH:39][CH3:40])=[O:41])=[CH:28][C:27]=1[CH3:42]. The yield is 0.980. (7) The reactants are Cl.[NH2:2][OH:3].[Br:4][C:5]1[CH:6]=[C:7]([CH:13]=O)[S:8][C:9]=1[N+:10]([O-:12])=[O:11].N1C=CC=CC=1. The catalyst is CCO. The product is [Br:4][C:5]1[CH:6]=[C:7]([CH:13]=[N:2][OH:3])[S:8][C:9]=1[N+:10]([O-:12])=[O:11]. The yield is 0.880. (8) The reactants are [C:1]12([C:15](OC)=[O:16])[N:7]([C:8]([O:10][C:11]([CH3:14])([CH3:13])[CH3:12])=[O:9])[CH:4]([CH2:5][CH2:6]1)[CH2:3][CH2:2]2.[H-].C([Al+]CC(C)C)C(C)C.C1(C)C=CC=CC=1. The catalyst is O1CCCC1. The product is [OH:16][CH2:15][C:1]12[N:7]([C:8]([O:10][C:11]([CH3:14])([CH3:13])[CH3:12])=[O:9])[CH:4]([CH2:5][CH2:6]1)[CH2:3][CH2:2]2. The yield is 1.06. (9) The reactants are [Br:1][CH:2]([CH2:6][CH2:7][CH2:8][Br:9])[C:3](Br)=[O:4].C(N(CC)CC)C.[C:17]([O:21][C:22]([N:24]1[CH2:29][CH2:28][CH:27]([NH2:30])[CH2:26][CH2:25]1)=[O:23])([CH3:20])([CH3:19])[CH3:18]. The catalyst is C(Cl)Cl. The product is [Br:1][CH:2]([CH2:6][CH2:7][CH2:8][Br:9])[C:3]([NH:30][CH:27]1[CH2:26][CH2:25][N:24]([C:22]([O:21][C:17]([CH3:20])([CH3:19])[CH3:18])=[O:23])[CH2:29][CH2:28]1)=[O:4]. The yield is 0.900. (10) The reactants are [Br:1][C:2]1[CH:10]=[CH:9][C:8]([CH3:11])=[CH:7][C:3]=1[C:4](O)=[O:5].Cl.[CH3:13][NH:14][O:15][CH3:16].C(Cl)CCl.C1C=CC2N(O)N=NC=2C=1. The catalyst is CN(C=O)C.O. The product is [Br:1][C:2]1[CH:10]=[CH:9][C:8]([CH3:11])=[CH:7][C:3]=1[C:4]([N:14]([O:15][CH3:16])[CH3:13])=[O:5]. The yield is 0.550.